Task: Regression/Classification. Given a drug SMILES string, predict its absorption, distribution, metabolism, or excretion properties. Task type varies by dataset: regression for continuous measurements (e.g., permeability, clearance, half-life) or binary classification for categorical outcomes (e.g., BBB penetration, CYP inhibition). Dataset: cyp2c9_veith.. Dataset: CYP2C9 inhibition data for predicting drug metabolism from PubChem BioAssay (1) The molecule is C[N+]1(C)CCN(c2ccccc2)CC1. The result is 0 (non-inhibitor). (2) The molecule is CN(C)c1ncc2nc(-c3ccc(Cl)cc3)c(=O)n(CCC#N)c2n1. The result is 0 (non-inhibitor). (3) The molecule is O=C(N/N=C/c1ccc2cccc(OCc3ccccc3)c2n1)c1ccc(Br)cc1. The result is 1 (inhibitor). (4) The result is 0 (non-inhibitor). The molecule is Nc1nc(=O)c2[nH]cnc2n1O. (5) The drug is COc1ccccc1OC(C)C(=O)O. The result is 0 (non-inhibitor). (6) The compound is CN(C)C(=O)c1ccc(-c2cncnc2NCc2cccnc2)cc1. The result is 0 (non-inhibitor). (7) The drug is O=C(c1ccncc1)N1CCC2(CCCN(c3ccncc3)C2)CC1. The result is 0 (non-inhibitor).